Dataset: Peptide-MHC class II binding affinity with 134,281 pairs from IEDB. Task: Regression. Given a peptide amino acid sequence and an MHC pseudo amino acid sequence, predict their binding affinity value. This is MHC class II binding data. The binding affinity (normalized) is 0.750. The MHC is DRB4_0101 with pseudo-sequence DRB4_0103. The peptide sequence is SHLIKIPLLIGYGNK.